From a dataset of Retrosynthesis with 50K atom-mapped reactions and 10 reaction types from USPTO. Predict the reactants needed to synthesize the given product. (1) Given the product C=CC(=O)Nc1cccc2ncccc12, predict the reactants needed to synthesize it. The reactants are: C=CC(=O)Cl.Nc1cccc2ncccc12. (2) Given the product FC(F)(F)c1cc(CN(Cc2cccc3c2NCC3)c2ncc(N3CCOCC3)cn2)cc(C(F)(F)F)c1, predict the reactants needed to synthesize it. The reactants are: CC(C)(C)OC(=O)N1CCc2cccc(CN(Cc3cc(C(F)(F)F)cc(C(F)(F)F)c3)c3ncc(N4CCOCC4)cn3)c21.